Dataset: Catalyst prediction with 721,799 reactions and 888 catalyst types from USPTO. Task: Predict which catalyst facilitates the given reaction. (1) Reactant: [CH3:1][Si:2]([CH3:31])([CH3:30])[CH2:3][CH2:4][O:5][CH2:6][N:7]1[CH:11]=[CH:10][N:9]=[C:8]1[CH2:12][CH:13]([CH2:16][C:17]1[N:18]([CH2:22][O:23][CH2:24][CH2:25][Si:26]([CH3:29])([CH3:28])[CH3:27])[CH:19]=[CH:20][N:21]=1)[CH2:14][OH:15].O[C:33]1[CH:40]=[CH:39][C:36]([CH:37]=[O:38])=[CH:35][CH:34]=1.C1(P(C2C=CC=CC=2)C2C=CC=CC=2)C=CC=CC=1.CCOC(/N=N/C(OCC)=O)=O. Product: [CH3:31][Si:2]([CH3:1])([CH3:30])[CH2:3][CH2:4][O:5][CH2:6][N:7]1[CH:11]=[CH:10][N:9]=[C:8]1[CH2:12][CH:13]([CH2:16][C:17]1[N:18]([CH2:22][O:23][CH2:24][CH2:25][Si:26]([CH3:28])([CH3:27])[CH3:29])[CH:19]=[CH:20][N:21]=1)[CH2:14][O:15][C:33]1[CH:40]=[CH:39][C:36]([CH:37]=[O:38])=[CH:35][CH:34]=1. The catalyst class is: 132. (2) Reactant: [Cl:1][C:2]1[CH:7]=[CH:6][C:5]([C:8]2[C:14]3[CH:15]=[CH:16][CH:17]=[CH:18][C:13]=3[N:12]3[C:19]([CH3:22])=[N:20][N:21]=[C:11]3[C@H:10]([CH2:23][C:24]([O:26]C(C)(C)C)=[O:25])[CH:9]=2)=[CH:4][CH:3]=1. Product: [Cl:1][C:2]1[CH:7]=[CH:6][C:5]([C:8]2[C:14]3[CH:15]=[CH:16][CH:17]=[CH:18][C:13]=3[N:12]3[C:19]([CH3:22])=[N:20][N:21]=[C:11]3[C@H:10]([CH2:23][C:24]([OH:26])=[O:25])[CH:9]=2)=[CH:4][CH:3]=1. The catalyst class is: 89. (3) Reactant: [CH3:1][CH:2]([NH:4][CH2:5][CH:6]([OH:19])[CH2:7][O:8][C:9]1[CH:10]=[CH:11][CH:12]=[C:13]2[CH:18]=[CH:17][CH:16]=[CH:15][C:14]=12)[CH3:3].Cl. Product: [CH3:3][CH:2]([NH:4][CH2:5][CH:6]([OH:19])[CH2:7][O:8][C:9]1[CH:10]=[CH:11][CH:12]=[C:13]2[CH:18]=[CH:17][CH:16]=[CH:15][C:14]=12)[CH3:1]. The catalyst class is: 6. (4) Reactant: CS(O[CH2:6][C@@H:7]([NH:9][C:10]([O:12][C:13]([CH3:16])([CH3:15])[CH3:14])=[O:11])[CH3:8])(=O)=O.[C-:17]#[N:18].[K+].C1OCCOCCOCCOCCOCCOC1.O. The catalyst class is: 16. Product: [C:17]([CH2:6][C@@H:7]([NH:9][C:10](=[O:11])[O:12][C:13]([CH3:16])([CH3:15])[CH3:14])[CH3:8])#[N:18]. (5) Reactant: [CH:1]1[C:11]2[CH2:10][CH2:9][C:8]3[CH:12]=[CH:13][CH:14]=[CH:15][C:7]=3[NH:6][C:5]=2[CH:4]=[CH:3][C:2]=1[CH:16]=[O:17].CS(C)=[O:20].P([O-])(O)(O)=O.[Na+].Cl([O-])=O.[Na+]. Product: [CH:1]1[C:11]2[CH2:10][CH2:9][C:8]3[CH:12]=[CH:13][CH:14]=[CH:15][C:7]=3[NH:6][C:5]=2[CH:4]=[CH:3][C:2]=1[C:16]([OH:20])=[O:17]. The catalyst class is: 744. (6) Reactant: [CH2:1]([O:8][C:9](=[O:27])[NH:10][CH2:11][CH2:12][CH2:13][CH2:14][C:15]1[CH:20]=[CH:19][C:18]([CH2:21][CH2:22][CH2:23][CH:24]([NH2:26])[CH3:25])=[CH:17][CH:16]=1)[C:2]1[CH:7]=[CH:6][CH:5]=[CH:4][CH:3]=1.[CH2:28]([O:35][C:36]1[CH:41]=[CH:40][C:39]([C@@H:42]([OH:45])[CH2:43]Br)=[CH:38][C:37]=1[NH:46][CH:47]=[O:48])[C:29]1[CH:34]=[CH:33][CH:32]=[CH:31][CH:30]=1.C([O-])([O-])=O.[K+].[K+]. Product: [CH2:1]([O:8][C:9](=[O:27])[NH:10][CH2:11][CH2:12][CH2:13][CH2:14][C:15]1[CH:20]=[CH:19][C:18]([CH2:21][CH2:22][CH2:23][CH:24]([NH:26][CH2:43][C@@H:42]([C:39]2[CH:40]=[CH:41][C:36]([O:35][CH2:28][C:29]3[CH:30]=[CH:31][CH:32]=[CH:33][CH:34]=3)=[C:37]([NH:46][CH:47]=[O:48])[CH:38]=2)[OH:45])[CH3:25])=[CH:17][CH:16]=1)[C:2]1[CH:3]=[CH:4][CH:5]=[CH:6][CH:7]=1. The catalyst class is: 22.